This data is from Full USPTO retrosynthesis dataset with 1.9M reactions from patents (1976-2016). The task is: Predict the reactants needed to synthesize the given product. (1) Given the product [O:1]1[C:5]2[CH:6]=[CH:7][CH:8]=[CH:9][C:4]=2[N:3]=[C:2]1[NH:10][C:11]1[CH:16]=[CH:15][C:14]([N:17]2[C:25](=[O:26])[NH:24][C:23]3[C:18]2=[N:19][CH:20]=[N:21][CH:22]=3)=[CH:13][CH:12]=1, predict the reactants needed to synthesize it. The reactants are: [O:1]1[C:5]2[CH:6]=[CH:7][CH:8]=[CH:9][C:4]=2[N:3]=[C:2]1[NH:10][C:11]1[CH:16]=[CH:15][C:14]([NH:17][C:18]2[C:23]([NH2:24])=[CH:22][N:21]=[CH:20][N:19]=2)=[CH:13][CH:12]=1.[C:25](=O)(ON1C(=O)CCC1=O)[O:26]N1C(=O)CCC1=O. (2) Given the product [ClH:24].[CH2:1]1[C:10]2[C:5](=[CH:6][CH:7]=[CH:8][CH:9]=2)[CH2:4][CH2:3][N:2]1[C:11]1[N:12]=[C:13]([NH:22][CH3:23])[CH:14]=[C:15]2[C:19]([CH3:20])=[C:18]([CH3:21])[NH:17][C:16]=12, predict the reactants needed to synthesize it. The reactants are: [CH2:1]1[C:10]2[C:5](=[CH:6][CH:7]=[CH:8][CH:9]=2)[CH2:4][CH2:3][N:2]1[C:11]1[N:12]=[C:13]([NH:22][CH3:23])[CH:14]=[C:15]2[C:19]([CH3:20])=[C:18]([CH3:21])[NH:17][C:16]=12.[ClH:24]. (3) Given the product [O:21]=[C:20]1[N:22]([CH:23]2[CH2:28][CH2:27][N:26]([C:29]([O:31][C:32]([CH3:35])([CH3:34])[CH3:33])=[O:30])[CH2:25][CH2:24]2)[C:8]2[CH:13]=[C:12]([O:14][C:15]([F:18])([F:17])[F:16])[CH:11]=[CH:10][C:9]=2[NH:19]1, predict the reactants needed to synthesize it. The reactants are: CC(C)([O-])C.[Na+].Br[C:8]1[CH:13]=[C:12]([O:14][C:15]([F:18])([F:17])[F:16])[CH:11]=[CH:10][C:9]=1[NH:19][C:20]([NH:22][CH:23]1[CH2:28][CH2:27][N:26]([C:29]([O:31][C:32]([CH3:35])([CH3:34])[CH3:33])=[O:30])[CH2:25][CH2:24]1)=[O:21].ClCCl.